This data is from Reaction yield outcomes from USPTO patents with 853,638 reactions. The task is: Predict the reaction yield, written as a fraction of the theoretical maximum amount of product (1.0 means a 100% yield; for example, 0.34 means a 34% yield). The reactants are C[O:2][C:3](=[O:42])[CH2:4][C@H:5]1[CH2:10][CH2:9][C@H:8]([C:11]2[CH:16]=[CH:15][C:14]([NH:17][C:18](=[O:41])[CH2:19][CH2:20][NH:21][C:22]([C:24]3[N:25]=[C:26]([C:33]4[C:38]([Cl:39])=[CH:37][CH:36]=[CH:35][C:34]=4[Cl:40])[O:27][C:28]=3[C:29]([F:32])([F:31])[F:30])=[O:23])=[CH:13][CH:12]=2)[CH2:7][CH2:6]1.[OH-].[Na+:44]. The catalyst is C1COCC1.O. The product is [Na+:44].[Cl:39][C:38]1[CH:37]=[CH:36][CH:35]=[C:34]([Cl:40])[C:33]=1[C:26]1[O:27][C:28]([C:29]([F:32])([F:30])[F:31])=[C:24]([C:22]([NH:21][CH2:20][CH2:19][C:18]([NH:17][C:14]2[CH:15]=[CH:16][C:11]([C@H:8]3[CH2:7][CH2:6][C@H:5]([CH2:4][C:3]([O-:42])=[O:2])[CH2:10][CH2:9]3)=[CH:12][CH:13]=2)=[O:41])=[O:23])[N:25]=1. The yield is 0.980.